This data is from NCI-60 drug combinations with 297,098 pairs across 59 cell lines. The task is: Regression. Given two drug SMILES strings and cell line genomic features, predict the synergy score measuring deviation from expected non-interaction effect. (1) Drug 1: CN(C)N=NC1=C(NC=N1)C(=O)N. Drug 2: CC1C(C(CC(O1)OC2CC(CC3=C2C(=C4C(=C3O)C(=O)C5=C(C4=O)C(=CC=C5)OC)O)(C(=O)CO)O)N)O.Cl. Cell line: HL-60(TB). Synergy scores: CSS=47.9, Synergy_ZIP=-10.1, Synergy_Bliss=-11.3, Synergy_Loewe=-13.9, Synergy_HSA=-6.93. (2) Drug 1: C1C(C(OC1N2C=C(C(=O)NC2=O)F)CO)O. Drug 2: CS(=O)(=O)CCNCC1=CC=C(O1)C2=CC3=C(C=C2)N=CN=C3NC4=CC(=C(C=C4)OCC5=CC(=CC=C5)F)Cl. Cell line: OVCAR-5. Synergy scores: CSS=15.2, Synergy_ZIP=-5.25, Synergy_Bliss=-1.89, Synergy_Loewe=-0.808, Synergy_HSA=-0.542.